Dataset: Forward reaction prediction with 1.9M reactions from USPTO patents (1976-2016). Task: Predict the product of the given reaction. (1) Given the reactants [H-].[Na+].[OH:3][CH2:4][CH2:5][C:6]1[N:7]([CH2:11][CH2:12][CH2:13][CH2:14][C:15]2[CH:20]=[CH:19][C:18]([OH:21])=[CH:17][CH:16]=2)[CH:8]=[CH:9][N:10]=1.Cl[CH2:23][C:24]1[N:25]=[C:26]([CH:29]=[CH:30][C:31]2[CH:36]=[CH:35][C:34]([S:37]([F:42])([F:41])([F:40])([F:39])[F:38])=[CH:33][CH:32]=2)[O:27][CH:28]=1.O, predict the reaction product. The product is: [F:40][S:37]([F:38])([F:39])([F:41])([F:42])[C:34]1[CH:35]=[CH:36][C:31](/[CH:30]=[CH:29]/[C:26]2[O:27][CH:28]=[C:24]([CH2:23][O:21][C:18]3[CH:17]=[CH:16][C:15]([CH2:14][CH2:13][CH2:12][CH2:11][N:7]4[CH:8]=[CH:9][N:10]=[C:6]4[CH2:5][CH2:4][OH:3])=[CH:20][CH:19]=3)[N:25]=2)=[CH:32][CH:33]=1. (2) Given the reactants C([O:3][C:4]([C:6]1[C:10]([C:11]2[CH:16]=[CH:15][CH:14]=[CH:13][CH:12]=2)=[CH:9][O:8][CH:7]=1)=O)C.[H-].C([Al+]CC(C)C)C(C)C.C(Cl)Cl, predict the reaction product. The product is: [C:11]1([C:10]2[C:6]([CH2:4][OH:3])=[CH:7][O:8][CH:9]=2)[CH:12]=[CH:13][CH:14]=[CH:15][CH:16]=1. (3) Given the reactants C([N:8]1[CH:12]=[C:11]([C:13]2[N:17]=[C:16]([C:18]3[CH:23]=[CH:22][C:21](OC(F)(F)F)=[CH:20][CH:19]=3)[N:15]([CH:29]3[CH2:31][CH2:30]3)[C:14]=2[C:32]([N:34]2[CH2:39][CH2:38][CH:37]([N:40]3[CH2:44][CH2:43][CH2:42][CH2:41]3)[CH2:36][CH2:35]2)=[O:33])[CH:10]=[N:9]1)C1C=CC=CC=1.C(OC(=O)CN(C1CC1)C(=O)C1C=CC=C([O:58][C:59]([F:62])([F:61])[F:60])C=1)C, predict the reaction product. The product is: [CH:29]1([N:15]2[C:14]([C:32]([N:34]3[CH2:35][CH2:36][CH:37]([N:40]4[CH2:41][CH2:42][CH2:43][CH2:44]4)[CH2:38][CH2:39]3)=[O:33])=[C:13]([C:11]3[CH:10]=[N:9][NH:8][CH:12]=3)[N:17]=[C:16]2[C:18]2[CH:23]=[CH:22][CH:21]=[C:20]([O:58][C:59]([F:62])([F:61])[F:60])[CH:19]=2)[CH2:31][CH2:30]1. (4) Given the reactants C([N:8]1[CH2:13][CH2:12][C:11]([F:24])([S:14]([C:17]2[CH:22]=[CH:21][C:20]([F:23])=[CH:19][CH:18]=2)(=[O:16])=[O:15])[CH2:10][CH2:9]1)(OC(C)(C)C)=O.[ClH:25], predict the reaction product. The product is: [ClH:25].[F:24][C:11]1([S:14]([C:17]2[CH:22]=[CH:21][C:20]([F:23])=[CH:19][CH:18]=2)(=[O:16])=[O:15])[CH2:12][CH2:13][NH:8][CH2:9][CH2:10]1. (5) Given the reactants [N:1]1([C:7]([N:9]2[CH2:14][CH:13]([C:15]3[CH:20]=[CH:19][C:18]([CH2:21][C:22]([F:25])([F:24])[F:23])=[CH:17][CH:16]=3)[CH2:12][CH:11]([C:26](O)=[O:27])[CH2:10]2)=[O:8])[CH2:6][CH2:5][S:4][CH2:3][CH2:2]1.O[N:30]=[C:31]([CH:33]1[CH2:35][CH2:34]1)[NH2:32], predict the reaction product. The product is: [CH:33]1([C:31]2[N:32]=[C:26]([CH:11]3[CH2:12][CH:13]([C:15]4[CH:16]=[CH:17][C:18]([CH2:21][C:22]([F:25])([F:24])[F:23])=[CH:19][CH:20]=4)[CH2:14][N:9]([C:7]([N:1]4[CH2:6][CH2:5][S:4][CH2:3][CH2:2]4)=[O:8])[CH2:10]3)[O:27][N:30]=2)[CH2:35][CH2:34]1.